The task is: Predict the reactants needed to synthesize the given product.. This data is from Full USPTO retrosynthesis dataset with 1.9M reactions from patents (1976-2016). Given the product [Cl:1][C:2]1[CH:9]=[C:8]([CH:7]=[CH:6][C:3]=1[CH:4]=[O:5])[O:10][C:18]1[CH:25]=[CH:24][C:21]([C:22]#[N:23])=[CH:20][CH:19]=1, predict the reactants needed to synthesize it. The reactants are: [Cl:1][C:2]1[CH:9]=[C:8]([OH:10])[CH:7]=[CH:6][C:3]=1[CH:4]=[O:5].C([O-])([O-])=O.[K+].[K+].F[C:18]1[CH:25]=[CH:24][C:21]([C:22]#[N:23])=[CH:20][CH:19]=1.